Task: Binary Classification. Given a drug SMILES string, predict its activity (active/inactive) in a high-throughput screening assay against a specified biological target.. Dataset: KCNQ2 potassium channel screen with 302,405 compounds (1) The drug is S1CC(CC1=O)C(=O)N(CC(=O)NCc1cc2OCOc2cc1)c1cc(F)ccc1. The result is 0 (inactive). (2) The drug is S(=O)(=O)(N1CCC(CC1)C)c1cc2c3N(CC2)C(=O)CCc3c1. The result is 0 (inactive).